Predict which catalyst facilitates the given reaction. From a dataset of Catalyst prediction with 721,799 reactions and 888 catalyst types from USPTO. Reactant: Cl[C:2]1[NH:7][C:6](=[O:8])[C:5]2[CH:9]=[CH:10][N:11]([CH3:12])[C:4]=2[CH:3]=1.[F:13][C:14]1[CH:19]=[CH:18][CH:17]=[CH:16][C:15]=1[N:20]1[CH2:25][CH2:24][NH:23][CH2:22][CH2:21]1. Product: [F:13][C:14]1[CH:19]=[CH:18][CH:17]=[CH:16][C:15]=1[N:20]1[CH2:25][CH2:24][N:23]([C:2]2[NH:7][C:6](=[O:8])[C:5]3[CH:9]=[CH:10][N:11]([CH3:12])[C:4]=3[CH:3]=2)[CH2:22][CH2:21]1. The catalyst class is: 61.